From a dataset of Experimentally validated miRNA-target interactions with 360,000+ pairs, plus equal number of negative samples. Binary Classification. Given a miRNA mature sequence and a target amino acid sequence, predict their likelihood of interaction. (1) The miRNA is mmu-miR-7020-3p with sequence AACCCCUCUCUUCUCUCCCAG. The protein sequence of the target gene is MNPPAAFLAGRQNIGSEVEISTIEKQRKELQLLIGELKDRDKELNDMVAVHQQQLLSWEEDRQKVLTLEERCSKLEGELHKRTEIIRSLTKKVKALESNQMECQTALQKTQLQLQEMAQKATHSSLLSEDLEARNETLSNTLVELSAQVGQLQAREQALTTMIKLKDKDIIEAVNHIADCSGKFKMLEHALRDAKMAETCIVKEKQDYKQKLKALKIEVNKLKEDLNEKTTENNEQREEIIRLKQEKSCLHDELLFTVEREKRKDELLNIAKSKQERTNSELHNLRQIYVKQQSDLQFLN.... Result: 0 (no interaction). (2) The miRNA is hsa-miR-450b-5p with sequence UUUUGCAAUAUGUUCCUGAAUA. The protein sequence of the target gene is MVSWIISRLVVLIFGTLYPAYYSYKAVKSKDIKEYVKWMMYWIIFALFTTAETFTDIFLCWFPFYYELKIAFVAWLLSPYTKGSSLLYRKFVHPTLSSKEKEIDDCLVQAKDRSYDALVHFGKRGLNVAATAAVMAASKGQGALSERLRSFSMQDLTTIRGDGAPAPSGPPPPGSGRASGKHGQPKMSRSASESASSSGTA. Result: 1 (interaction). (3) The miRNA is hsa-miR-6838-5p with sequence AAGCAGCAGUGGCAAGACUCCU. The protein sequence of the target gene is MVTWVLNYLLVAFLFAISYNIDAASAGITRHYQFDIQLKNITRLCKTKTIVTVNGKFPGPRVTAREGDNLQIKVVNHVSNNISIHWHGIRQLRSGWADGPSYVTQCPIRMGQSYVYNFTVTGQRGTLWWHAHIQWMRATVYGPLIILPKLHQPYPFPKPYKQVPILFGEWFNADPQAVVQQALQTGAGPNASDAHTFNGLPGPLYNCSTKDTYKLMVKPGKTYLLRLINAALNDELFFTIANHTLTVVEADACYVKPFQTNIVLLGPGQTTNVLLKTKPIYPNATFYMLARPYFTGQGTI.... Result: 0 (no interaction). (4) The miRNA is hsa-miR-4512 with sequence CAGGGCCUCACUGUAUCGCCCA. The protein sequence of the target gene is MATTATCTRFTDDYQLFEELGKGAFSVVRRCVKKTSTQEYAAKIINTKKLSARDHQKLEREARICRLLKHPNIVRLHDSISEEGFHYLVFDLVTGGELFEDIVAREYYSEADASHCIHQILESVNHIHQHDIVHRDLKPENLLLASKCKGAAVKLADFGLAIEVQGEQQAWFGFAGTPGYLSPEVLRKDPYGKPVDIWACGVILYILLVGYPPFWDEDQHKLYQQIKAGAYDFPSPEWDTVTPEAKNLINQMLTINPAKRITADQALKHPWVCQRSTVASMMHRQETVECLRKFNARRKL.... Result: 0 (no interaction). (5) The miRNA is hsa-miR-4433a-3p with sequence ACAGGAGUGGGGGUGGGACAU. The protein sequence of the target gene is MEQLTTLPRPGDPGAMEPWALPTWHSWTPGRGGEPSSAAPSIADTPPAALQLQELRSEESSKPKGDGSSRPVGGTDPEGAEACLPSLGQQASSSGPACQRPEDEEVEAFLKAKLNMSFGDRPNLELLRALGELRQRCAILKEENQMLRKSSFPETEEKVRRLKRKNAELAVIAKRLEERARKLQETNLRVVSAPLPRPGTSLELCRKALARQRARDLSETASALLAKDKQIAALQRECRELQARLTLVGKEGPQWLHVRDFDRLLRESQREVLRLQRQIALRNQRETLPLPPSWPPGPAL.... Result: 0 (no interaction).